From a dataset of Forward reaction prediction with 1.9M reactions from USPTO patents (1976-2016). Predict the product of the given reaction. (1) Given the reactants Cl.[CH3:2][O:3][CH2:4][C@@H:5]([NH2:8])[CH2:6][CH3:7].[O:9]1[CH2:14][CH2:13][CH2:12][CH2:11][CH:10]1[O:15][CH2:16][CH2:17][C:18]1[CH:19]=[C:20]([CH:23]=[CH:24][CH:25]=1)[CH:21]=O, predict the reaction product. The product is: [CH3:2][O:3][CH2:4][CH:5]([NH:8][CH2:21][C:20]1[CH:23]=[CH:24][CH:25]=[C:18]([CH2:17][CH2:16][O:15][CH:10]2[CH2:11][CH2:12][CH2:13][CH2:14][O:9]2)[CH:19]=1)[CH2:6][CH3:7]. (2) Given the reactants O.[CH3:2][C:3]1([CH2:13][C:14]([O:16][CH2:17][CH3:18])=[O:15])[CH2:12][CH2:11][C:6]2(OCC[O:7]2)[CH2:5][CH2:4]1, predict the reaction product. The product is: [CH3:2][C:3]1([CH2:13][C:14]([O:16][CH2:17][CH3:18])=[O:15])[CH2:4][CH2:5][C:6](=[O:7])[CH2:11][CH2:12]1. (3) Given the reactants FC(F)(F)C(O)=O.C(OC([NH:15][C:16]1[N:17]=[CH:18][C:19]([C:22]2[N:26]([C:27]3[CH:28]=[N:29][C:30]([O:33][CH3:34])=[CH:31][CH:32]=3)[N:25]=[C:24]([C:35]([N:37]3[CH2:42][CH2:41][C:40]([F:44])([F:43])[CH2:39][CH2:38]3)=[O:36])[CH:23]=2)=[N:20][CH:21]=1)=O)(C)(C)C.C(=O)([O-])O.[Na+].C(Cl)(Cl)Cl, predict the reaction product. The product is: [NH2:15][C:16]1[N:17]=[CH:18][C:19]([C:22]2[N:26]([C:27]3[CH:28]=[N:29][C:30]([O:33][CH3:34])=[CH:31][CH:32]=3)[N:25]=[C:24]([C:35]([N:37]3[CH2:38][CH2:39][C:40]([F:43])([F:44])[CH2:41][CH2:42]3)=[O:36])[CH:23]=2)=[N:20][CH:21]=1.